From a dataset of TCR-epitope binding with 47,182 pairs between 192 epitopes and 23,139 TCRs. Binary Classification. Given a T-cell receptor sequence (or CDR3 region) and an epitope sequence, predict whether binding occurs between them. (1) The epitope is FTISVTTEIL. The TCR CDR3 sequence is CASSLGSPATNNQPQHF. Result: 1 (the TCR binds to the epitope). (2) Result: 1 (the TCR binds to the epitope). The epitope is ELAGIGILTV. The TCR CDR3 sequence is CASRGTSGDTDTQYF. (3) The epitope is FIAGLIAIV. The TCR CDR3 sequence is CASIIGSQGAYGYTF. Result: 0 (the TCR does not bind to the epitope). (4) The epitope is KLSYGIATV. The TCR CDR3 sequence is CASSQDLAAYYEQYF. Result: 0 (the TCR does not bind to the epitope).